The task is: Binary Classification. Given a T-cell receptor sequence (or CDR3 region) and an epitope sequence, predict whether binding occurs between them.. This data is from TCR-epitope binding with 47,182 pairs between 192 epitopes and 23,139 TCRs. (1) The TCR CDR3 sequence is CASSPQGSYGYTF. The epitope is FVDGVPFVV. Result: 1 (the TCR binds to the epitope). (2) The epitope is RLFRKSNLK. The TCR CDR3 sequence is CASSENRVTTDYPNEKLFF. Result: 0 (the TCR does not bind to the epitope). (3) The epitope is SEETGTLIV. The TCR CDR3 sequence is CASSQGQDLQETQYF. Result: 0 (the TCR does not bind to the epitope).